Dataset: Forward reaction prediction with 1.9M reactions from USPTO patents (1976-2016). Task: Predict the product of the given reaction. The product is: [N+:1]([C:4]1[CH:9]=[CH:8][CH:7]=[CH:6][C:5]=1[NH:10][N:11]=[C:18]([C:13]1[CH:14]=[CH:15][CH:16]=[CH:17][N:12]=1)[CH3:19])([O-:3])=[O:2]. Given the reactants [N+:1]([C:4]1[CH:9]=[CH:8][CH:7]=[CH:6][C:5]=1[NH:10][NH2:11])([O-:3])=[O:2].[N:12]1[CH:17]=[CH:16][CH:15]=[CH:14][C:13]=1[C:18](=O)[CH3:19].S(=O)(=O)(O)O.C(O)C, predict the reaction product.